From a dataset of NCI-60 drug combinations with 297,098 pairs across 59 cell lines. Regression. Given two drug SMILES strings and cell line genomic features, predict the synergy score measuring deviation from expected non-interaction effect. (1) Synergy scores: CSS=51.8, Synergy_ZIP=-10.1, Synergy_Bliss=-7.08, Synergy_Loewe=-5.71, Synergy_HSA=-2.18. Drug 2: C1=C(C(=O)NC(=O)N1)F. Drug 1: C1=C(C(=O)NC(=O)N1)N(CCCl)CCCl. Cell line: SW-620. (2) Drug 1: C(=O)(N)NO. Drug 2: CC1CCCC2(C(O2)CC(NC(=O)CC(C(C(=O)C(C1O)C)(C)C)O)C(=CC3=CSC(=N3)C)C)C. Cell line: MCF7. Synergy scores: CSS=28.7, Synergy_ZIP=1.54, Synergy_Bliss=-0.282, Synergy_Loewe=-17.8, Synergy_HSA=-0.701. (3) Drug 1: CC(C1=C(C=CC(=C1Cl)F)Cl)OC2=C(N=CC(=C2)C3=CN(N=C3)C4CCNCC4)N. Drug 2: CC1=CC2C(CCC3(C2CCC3(C(=O)C)OC(=O)C)C)C4(C1=CC(=O)CC4)C. Cell line: 786-0. Synergy scores: CSS=-2.14, Synergy_ZIP=0.407, Synergy_Bliss=-0.326, Synergy_Loewe=-3.78, Synergy_HSA=-1.86. (4) Drug 1: CC12CCC(CC1=CCC3C2CCC4(C3CC=C4C5=CN=CC=C5)C)O. Drug 2: CC1=C(C=C(C=C1)NC2=NC=CC(=N2)N(C)C3=CC4=NN(C(=C4C=C3)C)C)S(=O)(=O)N.Cl. Cell line: M14. Synergy scores: CSS=2.11, Synergy_ZIP=1.50, Synergy_Bliss=6.00, Synergy_Loewe=1.50, Synergy_HSA=2.65. (5) Drug 1: COC1=CC(=CC(=C1O)OC)C2C3C(COC3=O)C(C4=CC5=C(C=C24)OCO5)OC6C(C(C7C(O6)COC(O7)C8=CC=CS8)O)O. Drug 2: CC1=C(C(=CC=C1)Cl)NC(=O)C2=CN=C(S2)NC3=CC(=NC(=N3)C)N4CCN(CC4)CCO. Cell line: SNB-19. Synergy scores: CSS=61.7, Synergy_ZIP=4.60, Synergy_Bliss=3.43, Synergy_Loewe=4.43, Synergy_HSA=6.78.